Dataset: Forward reaction prediction with 1.9M reactions from USPTO patents (1976-2016). Task: Predict the product of the given reaction. (1) The product is: [CH3:17][C:18]1[N:19]=[CH:20][N:21]([C:23]2[CH:24]=[C:25]([NH:26][C:14]([C:1]3[C:13]4[CH2:12][C:11]5[C:6](=[CH:7][CH:8]=[CH:9][CH:10]=5)[C:5]=4[CH:4]=[CH:3][CH:2]=3)=[O:15])[CH:27]=[CH:28][CH:29]=2)[CH:22]=1. Given the reactants [C:1]1([C:14](O)=[O:15])[C:13]2[CH2:12][C:11]3[C:6](=[CH:7][CH:8]=[CH:9][CH:10]=3)[C:5]=2[CH:4]=[CH:3][CH:2]=1.[CH3:17][C:18]1[N:19]=[CH:20][N:21]([C:23]2[CH:24]=[C:25]([CH:27]=[CH:28][CH:29]=2)[NH2:26])[CH:22]=1.Cl.C(N=C=NCCCN(C)C)C, predict the reaction product. (2) Given the reactants [C:1]([C:3]1[CH:41]=[CH:40][C:6]2[N:7](COCC[Si](C)(C)C)[C:8]([CH:10]([O:30][CH3:31])[C:11]3[C:19]([O:20][CH3:21])=[CH:18][C:17]([CH3:22])=[C:16]4[C:12]=3[CH:13]=[CH:14][N:15]4C(OC(C)(C)C)=O)=[N:9][C:5]=2[CH:4]=1)#[N:2].C(C1C=CC2N=C(C(OC)C3C(OC)=CC(C)=C4C=3C=CN4C(OC(C)(C)C)=O)N(COCC[Si](C)(C)C)C=2C=1)#N, predict the reaction product. The product is: [CH3:31][O:30][CH:10]([C:11]1[C:19]([O:20][CH3:21])=[CH:18][C:17]([CH3:22])=[C:16]2[C:12]=1[CH:13]=[CH:14][NH:15]2)[C:8]1[NH:7][C:6]2[CH:40]=[CH:41][C:3]([C:1]#[N:2])=[CH:4][C:5]=2[N:9]=1. (3) Given the reactants [CH2:1]([Mg]Cl)[C:2]([CH3:5])([CH3:4])[CH3:3].Br[C:9]1[CH:10]=[C:11]2[C:16](=[CH:17][CH:18]=1)[NH:15][C:14]([CH3:20])([CH3:19])[CH2:13][CH:12]2[NH2:21].O1CCCC1, predict the reaction product. The product is: [CH3:19][C:14]1([CH3:20])[CH2:13][CH:12]([NH2:21])[C:11]2[C:16](=[CH:17][CH:18]=[C:9]([CH2:1][C:2]([CH3:5])([CH3:4])[CH3:3])[CH:10]=2)[NH:15]1. (4) Given the reactants [CH3:1][O:2][C:3]([C:5]1[C:13]2[NH:12][C:11]([NH2:14])=[N:10][C:9]=2[CH:8]=[CH:7][CH:6]=1)=[O:4].[N+:15]([O-])([O-:17])=[O:16].[K+].N, predict the reaction product. The product is: [CH3:1][O:2][C:3]([C:5]1[C:13]2[N:12]=[C:11]([NH2:14])[NH:10][C:9]=2[CH:8]=[C:7]([N+:15]([O-:17])=[O:16])[CH:6]=1)=[O:4]. (5) Given the reactants [NH:1]([C:3]1[N:8]([CH2:9][CH:10]([CH3:12])[CH3:11])[C:7](=[O:13])[N:6]([CH3:14])[C:5](=[O:15])[CH:4]=1)[NH2:2].[S:16]1[C:20]2[CH:21]=[CH:22][CH:23]=[CH:24][C:19]=2[C:18]([CH:25]=O)=[CH:17]1.[CH:27]([C:29]1[N:30]([CH3:42])[CH:31]=[C:32]([NH:34][C:35](=[O:41])[O:36][C:37]([CH3:40])([CH3:39])[CH3:38])[N:33]=1)=O, predict the reaction product. The product is: [S:16]1[C:20]2[CH:21]=[CH:22][CH:23]=[CH:24][C:19]=2[C:18]([CH2:25][N:2]2[C:27]([C:29]3[N:30]([CH3:42])[CH:31]=[C:32]([NH:34][C:35](=[O:41])[O:36][C:37]([CH3:38])([CH3:40])[CH3:39])[N:33]=3)=[C:4]3[C:3]([N:8]([CH2:9][CH:10]([CH3:11])[CH3:12])[C:7](=[O:13])[N:6]([CH3:14])[C:5]3=[O:15])=[N:1]2)=[CH:17]1. (6) Given the reactants FC(F)(F)S(O[C:7]1[CH:16]=[CH:15][C:10]2[C:11](=[O:14])[O:12][CH2:13][C:9]=2[C:8]=1[CH3:17])(=O)=O.C([Si](C(C)C)(C(C)C)[SH:24])(C)C, predict the reaction product. The product is: [CH3:17][C:8]1[C:9]2[CH2:13][O:12][C:11](=[O:14])[C:10]=2[CH:15]=[CH:16][C:7]=1[SH:24]. (7) Given the reactants [CH2:1]([O:8][C@H:9]1[C@H:16]([OH:17])[C@@H:15]([CH2:18][OH:19])[O:14][CH:11]([O:12][CH3:13])[CH2:10]1)[C:2]1[CH:7]=[CH:6][CH:5]=[CH:4][CH:3]=1.[C:20]1([CH3:30])[CH:25]=[CH:24][C:23]([S:26](Cl)(=[O:28])=[O:27])=[CH:22][CH:21]=1.Cl, predict the reaction product. The product is: [CH2:1]([O:8][C@H:9]1[C@H:16]([OH:17])[C@@H:15]([CH2:18][O:19][S:26]([C:23]2[CH:24]=[CH:25][C:20]([CH3:30])=[CH:21][CH:22]=2)(=[O:28])=[O:27])[O:14][CH:11]([O:12][CH3:13])[CH2:10]1)[C:2]1[CH:3]=[CH:4][CH:5]=[CH:6][CH:7]=1. (8) Given the reactants [F:1][C:2]1[CH:3]=[C:4]([C:8](=O)[CH2:9][CH2:10][CH2:11][CH2:12][N:13]2[CH2:18][CH2:17][CH:16]([C:19]3[CH:20]=[C:21]([NH:25][C:26](=[O:30])[CH:27]([CH3:29])[CH3:28])[CH:22]=[CH:23][CH:24]=3)[CH2:15][CH2:14]2)[CH:5]=[CH:6][CH:7]=1.Cl.[CH3:33][C:34]1[CH:39]=[CH:38][C:37]([NH:40]N)=[CH:36][CH:35]=1, predict the reaction product. The product is: [F:1][C:2]1[CH:3]=[C:4]([C:8]2[NH:40][C:37]3[C:38]([C:9]=2[CH2:10][CH2:11][CH2:12][N:13]2[CH2:18][CH2:17][CH:16]([C:19]4[CH:20]=[C:21]([NH:25][C:26](=[O:30])[CH:27]([CH3:29])[CH3:28])[CH:22]=[CH:23][CH:24]=4)[CH2:15][CH2:14]2)=[CH:39][C:34]([CH3:33])=[CH:35][CH:36]=3)[CH:5]=[CH:6][CH:7]=1. (9) Given the reactants [CH3:1][O:2][C:3]1[CH:8]=[CH:7][C:6]([O:9][C:10](=[O:12])[CH3:11])=[CH:5][CH:4]=1.C([O-])(=O)C.[Na+].[Br:18]Br, predict the reaction product. The product is: [Br:18][C:4]1[CH:5]=[C:6]([O:9][C:10](=[O:12])[CH3:11])[CH:7]=[CH:8][C:3]=1[O:2][CH3:1]. (10) Given the reactants [CH3:1][S:2][C:3]([S:22][CH3:23])=[N:4][CH2:5][C:6]([N:8]1[CH:12]2[CH2:13][CH:14]3[C:17]([CH3:19])([CH3:18])[C:11]2([CH2:16][CH2:15]3)[CH2:10][S:9]1(=[O:21])=[O:20])=[O:7].C([Li])CCC.CCCCCC.CN(P(N(C)C)(N(C)C)=O)C.I[CH2:47][C:48]1[CH:53]=[CH:52][CH:51]=[CH:50][C:49]=1[CH:54]=[CH2:55], predict the reaction product. The product is: [CH3:23][S:22][C:3]([S:2][CH3:1])=[N:4][CH:5]([CH2:47][C:48]1[CH:53]=[CH:52][CH:51]=[CH:50][C:49]=1[CH:54]=[CH2:55])[C:6]([N:8]1[CH:12]2[CH2:13][CH:14]3[C:17]([CH3:19])([CH3:18])[C:11]2([CH2:16][CH2:15]3)[CH2:10][S:9]1(=[O:20])=[O:21])=[O:7].